This data is from Forward reaction prediction with 1.9M reactions from USPTO patents (1976-2016). The task is: Predict the product of the given reaction. (1) Given the reactants [O:1]=[C:2]1[N:7]([CH2:8][C:9](O)=[O:10])[C:6]([C:12]2[CH:17]=[CH:16][CH:15]=[CH:14][CH:13]=2)=[N:5][CH:4]=[C:3]1[NH:18][C:19](=[O:27])[CH2:20][C:21]1[CH:26]=[CH:25][CH:24]=[CH:23][CH:22]=1.CN1CCOCC1.ClC(OCC)=O.Cl.[NH2:42][CH:43]([CH:51]([CH3:53])[CH3:52])[C:44]([C:46]1[S:47][CH:48]=[CH:49][N:50]=1)=[O:45].C(OC(C)(C)C)C, predict the reaction product. The product is: [CH3:52][CH:51]([CH3:53])[CH:43]([NH:42][C:9](=[O:10])[CH2:8][N:7]1[C:2](=[O:1])[C:3]([NH:18][C:19](=[O:27])[CH2:20][C:21]2[CH:26]=[CH:25][CH:24]=[CH:23][CH:22]=2)=[CH:4][N:5]=[C:6]1[C:12]1[CH:13]=[CH:14][CH:15]=[CH:16][CH:17]=1)[C:44]([C:46]1[S:47][CH:48]=[CH:49][N:50]=1)=[O:45]. (2) Given the reactants [CH2:1]([N:3]([CH2:19][CH3:20])[CH2:4][CH2:5][N:6]1[CH2:11][CH2:10][C:9]2[NH:12][C:13]([CH:16]=O)=[C:14]([CH3:15])[C:8]=2[C:7]1=[O:18])[CH3:2].[Cl:21][C:22]1[CH:27]=[CH:26][C:25]([C:28]2[CH:36]=[CH:35][CH:34]=[C:33]3[C:29]=2[CH2:30][C:31](=[O:37])[NH:32]3)=[C:24]([F:38])[CH:23]=1, predict the reaction product. The product is: [Cl:21][C:22]1[CH:27]=[CH:26][C:25]([C:28]2[CH:36]=[CH:35][CH:34]=[C:33]3[C:29]=2[C:30](=[CH:16][C:13]2[NH:12][C:9]4[CH2:10][CH2:11][N:6]([CH2:5][CH2:4][N:3]([CH2:19][CH3:20])[CH2:1][CH3:2])[C:7](=[O:18])[C:8]=4[C:14]=2[CH3:15])[C:31](=[O:37])[NH:32]3)=[C:24]([F:38])[CH:23]=1. (3) Given the reactants S(S([O-])=O)([O-])=O.[Na+].[Na+].C(=O)(O)[O-].[Na+].[Cl:14][C:15]([F:24])([F:23])[C:16]([F:22])(I)[C:17]([F:20])([F:19])[F:18].[F:25][CH:26]([F:35])[O:27][C:28]1[CH:34]=[CH:33][CH:32]=[CH:31][C:29]=1[NH2:30], predict the reaction product. The product is: [Cl:14][C:15]([F:24])([F:23])[C:16]([C:33]1[CH:32]=[CH:31][C:29]([NH2:30])=[C:28]([O:27][CH:26]([F:25])[F:35])[CH:34]=1)([F:22])[C:17]([F:20])([F:19])[F:18]. (4) Given the reactants [Cl:1][C:2]1[CH:10]=[CH:9][C:8]([OH:11])=[CH:7][C:3]=1[C:4]([OH:6])=O.[CH2:12]([NH2:14])[CH3:13], predict the reaction product. The product is: [Cl:1][C:2]1[CH:10]=[CH:9][C:8]([OH:11])=[CH:7][C:3]=1[C:4]([NH:14][CH2:12][CH3:13])=[O:6]. (5) The product is: [F:27][C:13]([F:12])([F:26])[C:14]1[CH:15]=[C:16](/[CH:20]=[CH:21]/[S:22]([NH:1][C:2]2[CH:7]=[CH:6][CH:5]=[CH:4][C:3]=2[S:8]([NH2:11])(=[O:9])=[O:10])(=[O:23])=[O:24])[CH:17]=[CH:18][CH:19]=1. Given the reactants [NH2:1][C:2]1[CH:7]=[CH:6][CH:5]=[CH:4][C:3]=1[S:8]([NH2:11])(=[O:10])=[O:9].[F:12][C:13]([F:27])([F:26])[C:14]1[CH:15]=[C:16](/[CH:20]=[CH:21]/[S:22](Cl)(=[O:24])=[O:23])[CH:17]=[CH:18][CH:19]=1, predict the reaction product.